From a dataset of Full USPTO retrosynthesis dataset with 1.9M reactions from patents (1976-2016). Predict the reactants needed to synthesize the given product. (1) Given the product [CH3:22][C:4]1[CH:3]=[CH:2][CH:7]=[C:6]([C:8]2[CH:9]=[CH:10][N:11]=[CH:12][CH:13]=2)[C:5]=1[OH:14], predict the reactants needed to synthesize it. The reactants are: C[C:2]1[CH:3]=[CH:4][C:5]([O:14]C2CCCCO2)=[C:6]([C:8]2[CH:13]=[CH:12][N:11]=[CH:10][CH:9]=2)[CH:7]=1.F[C:22](F)(F)C(O)=O. (2) Given the product [Br:1][C:2]1[CH:3]=[C:4]([NH:9][CH3:10])[C:5]([CH3:8])=[N:6][CH:7]=1, predict the reactants needed to synthesize it. The reactants are: [Br:1][C:2]1[CH:3]=[C:4]([N:9](C)[CH3:10])[C:5]([CH3:8])=[N:6][CH:7]=1.C([O-])(O)=O.[Na+]. (3) Given the product [CH3:1][N:2]([CH3:15])[CH2:3][CH2:4][N:5]1[C:13]2[C:8](=[CH:9][CH:10]=[C:11]([NH:14][S:25]([C:22]3[S:21][C:20]4[CH:29]=[CH:30][C:17]([Cl:16])=[CH:18][C:19]=4[C:23]=3[CH3:24])(=[O:27])=[O:26])[CH:12]=2)[CH2:7][CH2:6]1, predict the reactants needed to synthesize it. The reactants are: [CH3:1][N:2]([CH3:15])[CH2:3][CH2:4][N:5]1[C:13]2[C:8](=[CH:9][CH:10]=[C:11]([NH2:14])[CH:12]=2)[CH2:7][CH2:6]1.[Cl:16][C:17]1[CH:30]=[CH:29][C:20]2[S:21][C:22]([S:25](Cl)(=[O:27])=[O:26])=[C:23]([CH3:24])[C:19]=2[CH:18]=1.